Dataset: Forward reaction prediction with 1.9M reactions from USPTO patents (1976-2016). Task: Predict the product of the given reaction. (1) Given the reactants [F:1][CH:2]([F:19])[O:3][C:4]1[CH:9]=[CH:8][C:7](B2OC(C)(C)C(C)(C)O2)=[CH:6][CH:5]=1.Cl[C:21]1[CH:26]=[CH:25][N:24]([C:27]2[CH:32]=[CH:31][C:30]([O:33][CH2:34][C:35]([OH:38])([CH3:37])[CH3:36])=[C:29]([O:39][CH3:40])[CH:28]=2)[C:23](=[O:41])[CH:22]=1.[O-]P([O-])([O-])=O.[K+].[K+].[K+].C1(P(C2CCCCC2)C2C=CC=CC=2C2C(OC)=CC=CC=2OC)CCCCC1, predict the reaction product. The product is: [F:19][CH:2]([F:1])[O:3][C:4]1[CH:5]=[CH:6][C:7]([C:21]2[CH:26]=[CH:25][N:24]([C:27]3[CH:32]=[CH:31][C:30]([O:33][CH2:34][C:35]([OH:38])([CH3:37])[CH3:36])=[C:29]([O:39][CH3:40])[CH:28]=3)[C:23](=[O:41])[CH:22]=2)=[CH:8][CH:9]=1. (2) Given the reactants Br[C:2]1[CH:7]=[CH:6][C:5]([C@@H:8]([N:11]2[CH2:16][CH2:15][C@@:14]([C:20]3[CH:25]=[CH:24][C:23]([F:26])=[CH:22][CH:21]=3)([CH2:17][CH2:18][OH:19])[O:13][C:12]2=[O:27])[CH2:9][CH3:10])=[CH:4][CH:3]=1.[F:28][C:29]1[CH:34]=[C:33]([F:35])[CH:32]=[CH:31][C:30]=1B(O)O, predict the reaction product. The product is: [F:28][C:29]1[CH:34]=[C:33]([F:35])[CH:32]=[CH:31][C:30]=1[C:2]1[CH:3]=[CH:4][C:5]([C@@H:8]([N:11]2[CH2:16][CH2:15][C@@:14]([C:20]3[CH:25]=[CH:24][C:23]([F:26])=[CH:22][CH:21]=3)([CH2:17][CH2:18][OH:19])[O:13][C:12]2=[O:27])[CH2:9][CH3:10])=[CH:6][CH:7]=1.